Dataset: Full USPTO retrosynthesis dataset with 1.9M reactions from patents (1976-2016). Task: Predict the reactants needed to synthesize the given product. Given the product [CH:22]([N:20]1[C:19](=[O:25])[CH:18]=[CH:17][C:16]([C:6]2[C:7]([C:10]3[CH:15]=[CH:14][CH:13]=[CH:12][CH:11]=3)=[N:8][CH:9]=[C:4]([C:1]3[NH:40][N:30]=[CH:32][CH:2]=3)[CH:5]=2)=[N:21]1)([CH3:24])[CH3:23], predict the reactants needed to synthesize it. The reactants are: [C:1]([C:4]1[CH:5]=[C:6]([C:16]2[CH:17]=[CH:18][C:19](=[O:25])[N:20]([CH:22]([CH3:24])[CH3:23])[N:21]=2)[C:7]([C:10]2[CH:15]=[CH:14][CH:13]=[CH:12][CH:11]=2)=[N:8][CH:9]=1)(=O)[CH3:2].COOC(OOC)[N:30]([CH3:32])C.CCO.O.[NH2:40]N.